The task is: Regression/Classification. Given a drug SMILES string, predict its toxicity properties. Task type varies by dataset: regression for continuous values (e.g., LD50, hERG inhibition percentage) or binary classification for toxic/non-toxic outcomes (e.g., AMES mutagenicity, cardiotoxicity, hepatotoxicity). Dataset: clintox.. This data is from Clinical trial toxicity outcomes and FDA approval status for drugs. (1) The compound is C[NH+](C)CCCN1c2ccccc2Sc2ccccc21. The result is 0 (passed clinical trial). (2) The drug is CC[C@H]1NC(=O)[C@@H](NC(=O)c2ncccc2O)[C@@H](C)OC(=O)[C@H](c2ccccc2)NC(=O)C2CC(=O)C(CS[C@@H]3C[NH+]4CCC3CC4)CN2C(=O)[C@H](Cc2ccc(N(C)C)cc2)N(C)C(=O)[C@@H]2CCCN2C1=O. The result is 0 (passed clinical trial). (3) The compound is CC1Cc2ccccc2N1NC(=O)c1ccc(Cl)c(S(N)(=O)=O)c1. The result is 0 (passed clinical trial). (4) The compound is CC(C)CN(C[C@@H](OP(=O)([O-])[O-])[C@H](Cc1ccccc1)NC(=O)O[C@H]1CCOC1)S(=O)(=O)c1ccc(N)cc1. The result is 0 (passed clinical trial). (5) The molecule is CC(C)(C)NC(=O)[C@@H]1C[C@@H]2CCCC[C@@H]2C[NH+]1C[C@@H](O)[C@H](Cc1ccccc1)NC(=O)[C@H](CC(N)=O)NC(=O)c1ccc2ccccc2n1. The result is 0 (passed clinical trial).